This data is from Reaction yield outcomes from USPTO patents with 853,638 reactions. The task is: Predict the reaction yield, written as a fraction of the theoretical maximum amount of product (1.0 means a 100% yield; for example, 0.34 means a 34% yield). (1) The catalyst is O1CCCC1. The product is [CH3:22][C:20]1[N:9]=[C:7]([C:6]2[CH:10]=[CH:11][C:3]([C:2]([F:1])([F:12])[F:13])=[CH:4][CH:5]=2)[S:8][C:15]=1[C:16]([O:18][CH3:19])=[O:17]. The reactants are [F:1][C:2]([F:13])([F:12])[C:3]1[CH:11]=[CH:10][C:6]([C:7]([NH2:9])=[S:8])=[CH:5][CH:4]=1.Cl[CH:15]([C:20]([CH3:22])=O)[C:16]([O:18][CH3:19])=[O:17].[OH-].[Na+]. The yield is 0.956. (2) The reactants are Cl[C:2]1[CH:7]=[N:6][CH:5]=[C:4]([Cl:8])[N:3]=1.[NH2:9][CH2:10][C:11]1[CH:20]=[CH:19][C:14]([C:15]([O:17][CH3:18])=[O:16])=[CH:13][CH:12]=1.Cl.CCN(C(C)C)C(C)C.[NH4+].[Cl-]. The catalyst is C1COCC1.CN(C=O)C. The product is [CH3:18][O:17][C:15](=[O:16])[C:14]1[CH:19]=[CH:20][C:11]([CH2:10][NH:9][C:2]2[CH:7]=[N:6][CH:5]=[C:4]([Cl:8])[N:3]=2)=[CH:12][CH:13]=1. The yield is 0.320. (3) The reactants are C[O:2][C:3](=O)[CH:4]([CH3:28])[CH2:5][C:6]1[CH:27]=[CH:26][C:9]2[C:10]3[N:14]([CH2:15][CH2:16][O:17][C:8]=2[CH:7]=1)[CH:13]=[C:12]([C:18]1[N:19]([CH:23]([CH3:25])[CH3:24])[N:20]=[CH:21][N:22]=1)[N:11]=3.O.[OH-].[Li+].C[N:34](C(ON1N=NC2C=CC=NC1=2)=[N+](C)C)C.F[P-](F)(F)(F)(F)F.[Cl-].[NH4+].C(N(CC)CC)C. The catalyst is CO.O. The product is [CH:23]([N:19]1[C:18]([C:12]2[N:11]=[C:10]3[C:9]4[CH:26]=[CH:27][C:6]([CH2:5][CH:4]([CH3:28])[C:3]([NH2:34])=[O:2])=[CH:7][C:8]=4[O:17][CH2:16][CH2:15][N:14]3[CH:13]=2)=[N:22][CH:21]=[N:20]1)([CH3:25])[CH3:24]. The yield is 0.420. (4) The reactants are [F:1][C:2]1[CH:7]=[CH:6][CH:5]=[C:4]([F:8])[C:3]=1[N:9]1[C:14]2[N:15]=[C:16](S(C)=O)[N:17]=[C:18]([C:19]3[CH:20]=[C:21]([CH:28]=[CH:29][C:30]=3[CH3:31])[C:22]([NH:24][CH:25]([CH3:27])[CH3:26])=[O:23])[C:13]=2[CH2:12][NH:11][C:10]1=[O:35].[CH3:36][N:37]1[CH2:42][CH2:41][NH:40][CH2:39][CH2:38]1. The catalyst is C(Cl)Cl. The product is [F:1][C:2]1[CH:7]=[CH:6][CH:5]=[C:4]([F:8])[C:3]=1[N:9]1[C:14]2[N:15]=[C:16]([N:40]3[CH2:41][CH2:42][N:37]([CH3:36])[CH2:38][CH2:39]3)[N:17]=[C:18]([C:19]3[CH:20]=[C:21]([CH:28]=[CH:29][C:30]=3[CH3:31])[C:22]([NH:24][CH:25]([CH3:27])[CH3:26])=[O:23])[C:13]=2[CH2:12][NH:11][C:10]1=[O:35]. The yield is 0.900. (5) The reactants are [Cl:1][C:2]1[CH:7]=[CH:6][C:5]([CH:8]2[CH:12]([C:13]3[CH:18]=[CH:17][C:16]([Cl:19])=[CH:15][CH:14]=3)[N:11]([C:20]([N:22]3[CH2:27][CH2:26][NH:25][CH2:24][CH2:23]3)=[O:21])[C:10]([C:28]3[CH:33]=[CH:32][C:31]([O:34][CH3:35])=[CH:30][C:29]=3[O:36][CH:37]([CH3:39])[CH3:38])=[N:9]2)=[CH:4][CH:3]=1.[C:40]([O:44][C:45]([NH:47][CH2:48][C:49](O)=[O:50])=[O:46])([CH3:43])([CH3:42])[CH3:41].C(N=C=NC(C)C)(C)C. The catalyst is C1COCC1. The product is [C:40]([O:44][C:45](=[O:46])[NH:47][CH2:48][C:49]([N:25]1[CH2:24][CH2:23][N:22]([C:20]([N:11]2[CH:12]([C:13]3[CH:18]=[CH:17][C:16]([Cl:19])=[CH:15][CH:14]=3)[CH:8]([C:5]3[CH:6]=[CH:7][C:2]([Cl:1])=[CH:3][CH:4]=3)[N:9]=[C:10]2[C:28]2[CH:33]=[CH:32][C:31]([O:34][CH3:35])=[CH:30][C:29]=2[O:36][CH:37]([CH3:39])[CH3:38])=[O:21])[CH2:27][CH2:26]1)=[O:50])([CH3:43])([CH3:41])[CH3:42]. The yield is 0.810.